From a dataset of Reaction yield outcomes from USPTO patents with 853,638 reactions. Predict the reaction yield, written as a fraction of the theoretical maximum amount of product (1.0 means a 100% yield; for example, 0.34 means a 34% yield). (1) The reactants are [Br:1][CH2:2][CH2:3][OH:4].N1C=CC=CC=1.[P:11](Cl)([O:16][CH2:17][CH3:18])([O:13][CH2:14][CH3:15])=[O:12].Cl. The product is [CH2:14]([O:13][P:11](=[O:12])([O:16][CH2:17][CH3:18])[O:4][CH2:3][CH2:2][Br:1])[CH3:15]. The yield is 0.930. The catalyst is ClCCl.C(OCC)C. (2) The reactants are [C:1]([C:5]1[CH:10]=[CH:9][C:8]([N+:11]([O-:13])=[O:12])=[CH:7][C:6]=1[CH2:14][NH2:15])([CH3:4])([CH3:3])[CH3:2].[CH3:16][C:17]([O:20][C:21](O[C:21]([O:20][C:17]([CH3:19])([CH3:18])[CH3:16])=[O:22])=[O:22])([CH3:19])[CH3:18]. The catalyst is C1COCC1.O. The product is [C:1]([C:5]1[CH:10]=[CH:9][C:8]([N+:11]([O-:13])=[O:12])=[CH:7][C:6]=1[CH2:14][NH:15][C:21](=[O:22])[O:20][C:17]([CH3:19])([CH3:18])[CH3:16])([CH3:4])([CH3:2])[CH3:3]. The yield is 0.780.